Dataset: Forward reaction prediction with 1.9M reactions from USPTO patents (1976-2016). Task: Predict the product of the given reaction. (1) Given the reactants [OH:1][CH2:2][CH:3]([NH:9][C:10](=[O:16])[O:11][C:12]([CH3:15])([CH3:14])[CH3:13])[C:4]1[CH:8]=[CH:7][S:6][CH:5]=1.CCN(CC)CC.[S:24](Cl)([C:27]1[CH:33]=[CH:32][C:30]([CH3:31])=[CH:29][CH:28]=1)(=[O:26])=[O:25].[NH4+].[Cl-], predict the reaction product. The product is: [CH3:31][C:30]1[CH:32]=[CH:33][C:27]([S:24]([O:1][CH2:2][CH:3]([NH:9][C:10]([O:11][C:12]([CH3:13])([CH3:15])[CH3:14])=[O:16])[C:4]2[CH:8]=[CH:7][S:6][CH:5]=2)(=[O:26])=[O:25])=[CH:28][CH:29]=1. (2) The product is: [F:1][C:2]1[CH:31]=[CH:30][C:5]([C:6]([N:8]([CH2:12][C:13]2[CH:29]=[CH:28][CH:27]=[CH:26][C:14]=2[O:15][CH2:16][CH2:17][CH2:18][CH2:19][CH2:20][C:21]([OH:23])=[O:22])[CH:9]([CH3:11])[CH3:10])=[O:7])=[CH:4][CH:3]=1. Given the reactants [F:1][C:2]1[CH:31]=[CH:30][C:5]([C:6]([N:8]([CH2:12][C:13]2[CH:29]=[CH:28][CH:27]=[CH:26][C:14]=2[O:15][CH2:16][CH2:17][CH2:18][CH2:19][CH2:20][C:21]([O:23]CC)=[O:22])[CH:9]([CH3:11])[CH3:10])=[O:7])=[CH:4][CH:3]=1.O.[OH-].[Li+].Cl, predict the reaction product. (3) Given the reactants O[C:2]1[CH:7]=[CH:6][NH:5][C:4](=[O:8])[CH:3]=1.[F:9][C:10]1[CH:15]=[CH:14][C:13]([NH:16]N)=[CH:12][CH:11]=1, predict the reaction product. The product is: [F:9][C:10]1[CH:15]=[CH:14][C:13]2[NH:16][C:2]3[CH:7]=[CH:6][NH:5][C:4](=[O:8])[C:3]=3[C:12]=2[CH:11]=1. (4) Given the reactants [Cl:1][CH2:2][CH2:3][CH2:4][CH2:5][CH2:6][CH2:7][NH:8][C:9]1[C:18]2[C:13](=[CH:14][CH:15]=[CH:16][CH:17]=2)[N:12]=[CH:11][C:10]=1[NH2:19].[C:20](OCC)(OCC)(OCC)[CH3:21].Cl.N1C=CC=CC=1, predict the reaction product. The product is: [Cl:1][CH2:2][CH2:3][CH2:4][CH2:5][CH2:6][CH2:7][N:8]1[C:9]2[C:18]3[CH:17]=[CH:16][CH:15]=[CH:14][C:13]=3[N:12]=[CH:11][C:10]=2[N:19]=[C:20]1[CH3:21]. (5) Given the reactants [NH2:1][C:2]1[CH:9]=[C:8]([CH3:10])[C:5]([C:6]#[N:7])=[C:4]([Cl:11])[N:3]=1.CN(C=O)C.[H-].[Na+].[F:19][C:20]1([F:35])[O:24][C:23]2[CH:25]=[CH:26][C:27]([C:29]3([C:32](Cl)=[O:33])[CH2:31][CH2:30]3)=[CH:28][C:22]=2[O:21]1, predict the reaction product. The product is: [Cl:11][C:4]1[N:3]=[C:2]([NH:1][C:32]([C:29]2([C:27]3[CH:26]=[CH:25][C:23]4[O:24][C:20]([F:35])([F:19])[O:21][C:22]=4[CH:28]=3)[CH2:31][CH2:30]2)=[O:33])[CH:9]=[C:8]([CH3:10])[C:5]=1[C:6]#[N:7]. (6) Given the reactants [C:1]([C:3]1([NH:6][C:7]([C@@H:9]2[CH2:13][C@@H:12]([S:14]([C:17]3[CH:22]=[CH:21][CH:20]=[C:19](Br)[CH:18]=3)(=[O:16])=[O:15])[CH2:11][C@H:10]2[C:24]([N:26]2[CH2:30][CH2:29][C:28]([F:32])([F:31])[CH2:27]2)=[O:25])=[O:8])[CH2:5][CH2:4]1)#[N:2].[CH3:33]B(O)O, predict the reaction product. The product is: [C:1]([C:3]1([NH:6][C:7]([C@@H:9]2[CH2:13][C@@H:12]([S:14]([C:17]3[CH:18]=[C:19]([CH3:33])[CH:20]=[CH:21][CH:22]=3)(=[O:16])=[O:15])[CH2:11][C@H:10]2[C:24]([N:26]2[CH2:30][CH2:29][C:28]([F:32])([F:31])[CH2:27]2)=[O:25])=[O:8])[CH2:5][CH2:4]1)#[N:2].